Dataset: Peptide-MHC class II binding affinity with 134,281 pairs from IEDB. Task: Regression. Given a peptide amino acid sequence and an MHC pseudo amino acid sequence, predict their binding affinity value. This is MHC class II binding data. (1) The peptide sequence is EDDLLNRNNTFKPFA. The MHC is HLA-DQA10201-DQB10202 with pseudo-sequence HLA-DQA10201-DQB10202. The binding affinity (normalized) is 0. (2) The peptide sequence is YPFIEQEGPEFFDQE. The MHC is DRB1_0404 with pseudo-sequence DRB1_0404. The binding affinity (normalized) is 0.112. (3) The peptide sequence is AAATAGRTVYGAFAA. The MHC is HLA-DPA10103-DPB10601 with pseudo-sequence HLA-DPA10103-DPB10601. The binding affinity (normalized) is 0. (4) The binding affinity (normalized) is 0.590. The peptide sequence is ATEVVRRLTATAHRG. The MHC is DRB1_0101 with pseudo-sequence DRB1_0101. (5) The peptide sequence is LQLHVDKAVSGLRSL. The MHC is DRB3_0101 with pseudo-sequence DRB3_0101. The binding affinity (normalized) is 0.358. (6) The binding affinity (normalized) is 0.190. The peptide sequence is AASGAATVAAGGYKV. The MHC is DRB1_0701 with pseudo-sequence DRB1_0701. (7) The peptide sequence is EGRKVAIKGPLRISA. The MHC is HLA-DQA10201-DQB10301 with pseudo-sequence HLA-DQA10201-DQB10301. The binding affinity (normalized) is 0. (8) The peptide sequence is RVEIQIRTILQSLWA. The MHC is DRB1_0701 with pseudo-sequence DRB1_0701. The binding affinity (normalized) is 0.181.